Dataset: Full USPTO retrosynthesis dataset with 1.9M reactions from patents (1976-2016). Task: Predict the reactants needed to synthesize the given product. Given the product [C:20]([O:19][C:17]([N:8]1[CH2:7][C@@H:6]([CH3:16])[N:5]2[C:10](=[CH:11][C:12]3[C:4]2=[N:3][C:2]([Cl:1])=[C:14]([CH3:15])[CH:13]=3)[CH2:9]1)=[O:18])([CH3:23])([CH3:22])[CH3:21], predict the reactants needed to synthesize it. The reactants are: [Cl:1][C:2]1[N:3]=[C:4]2[C:12](=[CH:13][C:14]=1[CH3:15])[CH:11]=[C:10]1[N:5]2[C@H:6]([CH3:16])[CH2:7][NH:8][CH2:9]1.[C:17](O[C:17]([O:19][C:20]([CH3:23])([CH3:22])[CH3:21])=[O:18])([O:19][C:20]([CH3:23])([CH3:22])[CH3:21])=[O:18].